From a dataset of Peptide-MHC class II binding affinity with 134,281 pairs from IEDB. Regression. Given a peptide amino acid sequence and an MHC pseudo amino acid sequence, predict their binding affinity value. This is MHC class II binding data. The peptide sequence is KDKWIELKESWGAIWRIDTP. The MHC is DRB1_0802 with pseudo-sequence DRB1_0802. The binding affinity (normalized) is 0.574.